This data is from Catalyst prediction with 721,799 reactions and 888 catalyst types from USPTO. The task is: Predict which catalyst facilitates the given reaction. (1) Reactant: Cl[C:2]1[CH:11]=[CH:10][CH:9]=[C:8]2[C:3]=1[CH:4]=[CH:5][C:6]1[N:7]2[C:12](=[O:15])[NH:13][N:14]=1.N[C:17]1[CH:18]=[C:19](B(O)O)[CH:20]=[CH:21][CH:22]=1.[C:26](=O)([O-])[O-:27].[Cs+].[Cs+]. Product: [OH:27][CH2:26][C:17]1[CH:18]=[C:19]([N:13]2[C:12](=[O:15])[N:7]3[C:8]4[C:3]([CH:4]=[CH:5][C:6]3=[N:14]2)=[CH:2][CH:11]=[CH:10][CH:9]=4)[CH:20]=[CH:21][CH:22]=1. The catalyst class is: 38. (2) Reactant: [C:1]([O:5][C:6]([N:8]1[C:16]2[C:11](=[CH:12][C:13]([Cl:17])=[CH:14][CH:15]=2)[CH2:10][CH:9]1[C:18](O)=[O:19])=[O:7])([CH3:4])([CH3:3])[CH3:2].Cl. Product: [Cl:17][C:13]1[CH:12]=[C:11]2[C:16](=[CH:15][CH:14]=1)[N:8]([C:6]([O:5][C:1]([CH3:2])([CH3:3])[CH3:4])=[O:7])[CH:9]([CH2:18][OH:19])[CH2:10]2. The catalyst class is: 7. (3) Reactant: S(Cl)([Cl:3])=O.O[CH2:6][CH2:7][CH2:8][C:9]1[CH:10]=[N:11][CH:12]=[CH:13][CH:14]=1.C(=O)([O-])[O-].[K+].[K+]. Product: [Cl:3][CH2:6][CH2:7][CH2:8][C:9]1[CH:10]=[N:11][CH:12]=[CH:13][CH:14]=1. The catalyst class is: 4. (4) Reactant: [CH3:1][O:2][C:3]1[CH:4]=[C:5]([CH:8]=[CH:9][C:10]=1[O:11][CH3:12])[CH:6]=O.[C:13]([O-])(=O)C.[NH4+].[N+:18](C)([O-:20])=[O:19]. Product: [CH3:1][O:2][C:3]1([N+:18]([O-:20])=[O:19])[C:10]([O:11][CH3:12])=[CH:9][CH:8]=[C:5]([CH:6]=[CH2:13])[CH2:4]1. The catalyst class is: 15. (5) Reactant: [CH2:1]([N:5]1[CH2:9][C:8]([CH3:11])([CH3:10])[S:7][C:6]1=[NH:12])[CH2:2][CH2:3][CH3:4].C(N(CC)CC)C.[C:20]12([C:30](Cl)=[O:31])[CH2:29][CH:24]3[CH2:25][CH:26]([CH2:28][CH:22]([CH2:23]3)[CH2:21]1)[CH2:27]2. Product: [CH2:1]([N:5]1[CH2:9][C:8]([CH3:11])([CH3:10])[S:7]/[C:6]/1=[N:12]\[C:30]([C:20]12[CH2:29][CH:24]3[CH2:23][CH:22]([CH2:28][CH:26]([CH2:25]3)[CH2:27]1)[CH2:21]2)=[O:31])[CH2:2][CH2:3][CH3:4]. The catalyst class is: 1. (6) Reactant: Cl.[Cl:2][C:3]1[CH:8]=[CH:7][C:6]([C:9]2[C:18]3[C:13](=[CH:14][CH:15]=[CH:16][CH:17]=3)[C:12]([NH:19][C:20]3[CH:25]=[CH:24][C:23]([OH:26])=[CH:22][CH:21]=3)=[N:11][N:10]=2)=[CH:5][CH:4]=1.[CH2:27]([O:34][C:35]1[CH:36]=[N:37][C:38]2[C:43]([CH:44]=1)=[N:42][CH:41]=[CH:40][C:39]=2Cl)[C:28]1[CH:33]=[CH:32][CH:31]=[CH:30][CH:29]=1.C(=O)([O-])[O-].[Cs+].[Cs+].CS(C)=O. Product: [CH2:27]([O:34][C:35]1[CH:44]=[C:43]2[C:38]([C:39]([O:26][C:23]3[CH:22]=[CH:21][C:20]([NH:19][C:12]4[C:13]5[C:18](=[CH:17][CH:16]=[CH:15][CH:14]=5)[C:9]([C:6]5[CH:5]=[CH:4][C:3]([Cl:2])=[CH:8][CH:7]=5)=[N:10][N:11]=4)=[CH:25][CH:24]=3)=[CH:40][CH:41]=[N:42]2)=[N:37][CH:36]=1)[C:28]1[CH:29]=[CH:30][CH:31]=[CH:32][CH:33]=1. The catalyst class is: 6. (7) Reactant: Cl[C:2]1[C:3]2[C@H:11]([CH3:12])[CH2:10][C:9](=[O:13])[NH:8][C:4]=2[N:5]=[CH:6][N:7]=1.FC(F)(F)C(O)=O.FC(F)(F)C(O)=O.FC(F)(F)C(O)=O.[F:35][C:36]([F:58])([F:57])[CH2:37][CH2:38][C:39]1[N:40]=[C:41]([CH:51]2[CH2:56][CH2:55][NH:54][CH2:53][CH2:52]2)[N:42]([CH2:44][CH2:45][N:46]2[CH2:50][CH2:49][CH2:48][CH2:47]2)[CH:43]=1.CN1CCCC1=O.C(N(C(C)C)CC)(C)C. Product: [CH3:12][C@H:11]1[C:3]2[C:2]([N:54]3[CH2:55][CH2:56][CH:51]([C:41]4[N:42]([CH2:44][CH2:45][N:46]5[CH2:47][CH2:48][CH2:49][CH2:50]5)[CH:43]=[C:39]([CH2:38][CH2:37][C:36]([F:57])([F:35])[F:58])[N:40]=4)[CH2:52][CH2:53]3)=[N:7][CH:6]=[N:5][C:4]=2[NH:8][C:9](=[O:13])[CH2:10]1. The catalyst class is: 6. (8) Reactant: C(OC(=O)[NH:7][C:8]1([C:12]2[CH:17]=[CH:16][C:15]([C:18]3[C:38]([C:39]4[CH:44]=[CH:43][CH:42]=[CH:41][CH:40]=4)=[CH:37][N:21]4[N:22]=[C:23]5[C:28]([CH:27]=[C:26]([C:29]6[CH:34]=[CH:33][CH:32]=[C:31]([C:35]#[N:36])[CH:30]=6)[CH:25]=[CH:24]5)=[C:20]4[N:19]=3)=[CH:14][CH:13]=2)[CH2:11][CH2:10][CH2:9]1)(C)(C)C. Product: [NH2:7][C:8]1([C:12]2[CH:13]=[CH:14][C:15]([C:18]3[C:38]([C:39]4[CH:44]=[CH:43][CH:42]=[CH:41][CH:40]=4)=[CH:37][N:21]4[N:22]=[C:27]5[C:28]([CH:23]=[CH:24][CH:25]=[C:26]5[C:29]5[CH:30]=[C:31]([CH:32]=[CH:33][CH:34]=5)[C:35]#[N:36])=[C:20]4[N:19]=3)=[CH:16][CH:17]=2)[CH2:9][CH2:10][CH2:11]1. The catalyst class is: 89. (9) Reactant: [CH2:1]([C:8]1([OH:35])[CH2:13][CH2:12][N:11]([CH2:14][CH2:15][NH:16][C:17]([NH:19][C:20]2[CH:25]=[CH:24][N:23]=[C:22]([N:26](CC3C=CC=CC=3)[CH3:27])[CH:21]=2)=[O:18])[CH2:10][CH2:9]1)[C:2]1[CH:7]=[CH:6][CH:5]=[CH:4][CH:3]=1.Cl. Product: [CH2:1]([C:8]1([OH:35])[CH2:9][CH2:10][N:11]([CH2:14][CH2:15][NH:16][C:17]([NH:19][C:20]2[CH:25]=[CH:24][N:23]=[C:22]([NH:26][CH3:27])[CH:21]=2)=[O:18])[CH2:12][CH2:13]1)[C:2]1[CH:3]=[CH:4][CH:5]=[CH:6][CH:7]=1. The catalyst class is: 19. (10) Reactant: C[Si]([N-][Si](C)(C)C)(C)C.[Na+].[CH3:11][C:12]([CH3:17])([CH3:16])[CH2:13][CH2:14][OH:15].Cl[C:19]1[CH:26]=[CH:25][C:22]([C:23]#[N:24])=[CH:21][N:20]=1. Product: [CH3:11][C:12]([CH3:17])([CH3:16])[CH2:13][CH2:14][O:15][C:19]1[CH:26]=[CH:25][C:22]([C:23]#[N:24])=[CH:21][N:20]=1. The catalyst class is: 1.